This data is from Forward reaction prediction with 1.9M reactions from USPTO patents (1976-2016). The task is: Predict the product of the given reaction. (1) Given the reactants C[O:2][C:3](=[O:30])[C:4]1[CH:9]=[CH:8][C:7]([C:10](=[O:29])[CH2:11][C:12]2[CH:17]=[C:16]([C:18]3[S:22][C:21]4[CH:23]=[CH:24][CH:25]=[CH:26][C:20]=4[CH:19]=3)[CH:15]=[CH:14][C:13]=2[O:27][CH3:28])=[CH:6][CH:5]=1.C1COCC1, predict the reaction product. The product is: [S:22]1[C:18]([C:16]2[CH:15]=[CH:14][C:13]([O:27][CH3:28])=[C:12]([CH2:11][C:10]([C:7]3[CH:8]=[CH:9][C:4]([C:3]([OH:30])=[O:2])=[CH:5][CH:6]=3)=[O:29])[CH:17]=2)=[CH:19][C:20]2[CH:26]=[CH:25][CH:24]=[CH:23][C:21]1=2. (2) Given the reactants [CH3:1][NH:2][CH:3]1[CH2:6][N:5]([C:7]([O:9][C:10]([CH3:13])([CH3:12])[CH3:11])=[O:8])[CH2:4]1.CC(C)([O-])C.[K+].Br[C:21]1[CH:22]=[C:23]2[N:32]([CH3:33])[CH:31]=[CH:30][C:24]2=[N:25][C:26]=1[C@@H:27]([NH2:29])[CH3:28], predict the reaction product. The product is: [NH2:29][C@H:27]([C:26]1[N:25]=[C:24]2[CH:30]=[CH:31][N:32]([CH3:33])[C:23]2=[CH:22][C:21]=1[N:2]([CH3:1])[CH:3]1[CH2:6][N:5]([C:7]([O:9][C:10]([CH3:12])([CH3:11])[CH3:13])=[O:8])[CH2:4]1)[CH3:28]. (3) Given the reactants Br[C:2]1[S:6][C:5]2[C:7]([Br:11])=[C:8](Br)[S:9][C:4]=2[C:3]=1[Br:12].[C:13]1([Li])[CH:18]=[CH:17][CH:16]=[CH:15][CH:14]=1.C([O:24][CH2:25][CH2:26][CH2:27][CH3:28])CCC.[C:29](Cl)(=[O:51])[CH2:30][CH2:31][CH2:32][CH2:33][CH2:34][CH2:35][CH2:36][CH2:37][CH2:38][CH2:39][CH2:40][CH2:41][CH2:42][CH2:43][CH2:44][CH2:45][CH2:46][CH2:47][CH2:48][CH2:49][CH3:50], predict the reaction product. The product is: [Br:12][C:3]1[C:4]2[S:9][C:8]([C:25](=[O:24])[CH2:26][CH2:27][CH2:28][CH2:40][CH2:39][CH2:38][CH2:37][CH2:36][CH2:35][CH2:34][CH2:33][CH2:32][CH2:31][CH2:30][CH2:29][CH2:14][CH2:15][CH2:16][CH2:17][CH2:18][CH3:13])=[C:7]([Br:11])[C:5]=2[S:6][C:2]=1[C:29](=[O:51])[CH2:30][CH2:31][CH2:32][CH2:33][CH2:34][CH2:35][CH2:36][CH2:37][CH2:38][CH2:39][CH2:40][CH2:41][CH2:42][CH2:43][CH2:44][CH2:45][CH2:46][CH2:47][CH2:48][CH2:49][CH3:50]. (4) Given the reactants [CH3:1][N:2]([CH3:10])[C:3]1[CH:8]=[CH:7][N:6]=[C:5]([NH2:9])[CH:4]=1.Br[CH2:12][C:13]([C:15]1[CH:24]=[CH:23][C:18]2[O:19][CH2:20][CH2:21][O:22][C:17]=2[CH:16]=1)=O, predict the reaction product. The product is: [O:19]1[C:18]2[CH:23]=[CH:24][C:15]([C:13]3[N:9]=[C:5]4[CH:4]=[C:3]([N:2]([CH3:10])[CH3:1])[CH:8]=[CH:7][N:6]4[CH:12]=3)=[CH:16][C:17]=2[O:22][CH2:21][CH2:20]1. (5) Given the reactants [Br:1][C:2]1[N:6]=[C:5]([N:7]([CH3:9])[CH3:8])[NH:4][N:3]=1.Cl[CH2:11][C:12]1[CH:17]=[CH:16][C:15]([O:18][CH3:19])=[CH:14][CH:13]=1.C(N(C(C)C)C(C)C)C.[I-].[K+], predict the reaction product. The product is: [Br:1][C:2]1[N:3]([CH2:11][C:12]2[CH:17]=[CH:16][C:15]([O:18][CH3:19])=[CH:14][CH:13]=2)[N:4]=[C:5]([N:7]([CH3:9])[CH3:8])[N:6]=1.